From a dataset of Full USPTO retrosynthesis dataset with 1.9M reactions from patents (1976-2016). Predict the reactants needed to synthesize the given product. (1) The reactants are: [C:9](O[C:9]([O:11][C:12]([CH3:15])([CH3:14])[CH3:13])=[O:10])([O:11][C:12]([CH3:15])([CH3:14])[CH3:13])=[O:10].[CH2:16]([O:23][C:24](=[O:42])[CH:25]([NH:34][C:35]([O:37][C:38]([CH3:41])([CH3:40])[CH3:39])=[O:36])[CH2:26][CH2:27][C:28](=[O:33])[N:29]([O:31][CH3:32])[CH3:30])[C:17]1[CH:22]=[CH:21][CH:20]=[CH:19][CH:18]=1.C[N:44](C1C=CC=CN=1)C. Given the product [CH2:16]([O:23][C:24](=[O:42])[C:25]([NH:44][C:9]([O:11][C:12]([CH3:13])([CH3:14])[CH3:15])=[O:10])([NH:34][C:35]([O:37][C:38]([CH3:39])([CH3:41])[CH3:40])=[O:36])[CH2:26][CH2:27][C:28](=[O:33])[N:29]([O:31][CH3:32])[CH3:30])[C:17]1[CH:22]=[CH:21][CH:20]=[CH:19][CH:18]=1, predict the reactants needed to synthesize it. (2) Given the product [Br:11][C:12]1[CH:13]=[CH:14][C:15]([CH2:18][C:19]2[CH:2]=[C:1]([C:3]3[C:4]([NH2:10])=[N:5][C:6]([NH2:9])=[CH:7][CH:8]=3)[O:21][N:20]=2)=[CH:16][CH:17]=1, predict the reactants needed to synthesize it. The reactants are: [C:1]([C:3]1[C:4]([NH2:10])=[N:5][C:6]([NH2:9])=[CH:7][CH:8]=1)#[CH:2].[Br:11][C:12]1[CH:17]=[CH:16][C:15]([CH2:18][C:19](Cl)=[N:20][OH:21])=[CH:14][CH:13]=1.C(N(CC)CC)C.